From a dataset of TCR-epitope binding with 47,182 pairs between 192 epitopes and 23,139 TCRs. Binary Classification. Given a T-cell receptor sequence (or CDR3 region) and an epitope sequence, predict whether binding occurs between them. The epitope is GILGFVFTL. The TCR CDR3 sequence is CASSINSGWGEQFF. Result: 1 (the TCR binds to the epitope).